From a dataset of Retrosynthesis with 50K atom-mapped reactions and 10 reaction types from USPTO. Predict the reactants needed to synthesize the given product. (1) The reactants are: CC(=O)C1CCCCC1=O.CC(C)Oc1cc(NN)c(F)cc1Cl. Given the product Cc1c2c(nn1-c1cc(OC(C)C)c(Cl)cc1F)CCCC2, predict the reactants needed to synthesize it. (2) Given the product Nc1cc(-n2nnn(CCCF)c2=O)c(F)cc1Cl, predict the reactants needed to synthesize it. The reactants are: O=c1n(CCCF)nnn1-c1cc([N+](=O)[O-])c(Cl)cc1F. (3) The reactants are: CC(C)Oc1ccc(-c2cncc3cc(C=O)oc23)cc1.O=C1CSC(=O)N1. Given the product CC(C)Oc1ccc(-c2cncc3cc(/C=C4\SC(=O)NC4=O)oc23)cc1, predict the reactants needed to synthesize it. (4) The reactants are: ClCc1ccc2ccccc2n1.Oc1cccc(C(O)(c2nccs2)C(F)(F)F)c1. Given the product OC(c1cccc(OCc2ccc3ccccc3n2)c1)(c1nccs1)C(F)(F)F, predict the reactants needed to synthesize it.